From a dataset of Reaction yield outcomes from USPTO patents with 853,638 reactions. Predict the reaction yield, written as a fraction of the theoretical maximum amount of product (1.0 means a 100% yield; for example, 0.34 means a 34% yield). (1) The reactants are C([Sn](CCCC)(CCCC)[C:6]1[CH:11]=[CH:10][CH:9]=[CH:8][N:7]=1)CCC.Cl[C:21]1[C:26]([N+:27]([O-:29])=[O:28])=[C:25]([NH2:30])[CH:24]=[CH:23][N:22]=1. The catalyst is O1CCOCC1.C1C=CC([P]([Pd]([P](C2C=CC=CC=2)(C2C=CC=CC=2)C2C=CC=CC=2)([P](C2C=CC=CC=2)(C2C=CC=CC=2)C2C=CC=CC=2)[P](C2C=CC=CC=2)(C2C=CC=CC=2)C2C=CC=CC=2)(C2C=CC=CC=2)C2C=CC=CC=2)=CC=1. The product is [N+:27]([C:26]1[C:21]([C:6]2[CH:11]=[CH:10][CH:9]=[CH:8][N:7]=2)=[N:22][CH:23]=[CH:24][C:25]=1[NH2:30])([O-:29])=[O:28]. The yield is 0.132. (2) The reactants are C[Si](I)(C)C.C[O:7][C:8](=[O:54])[C@H:9]([O:23][C:24]1[C:29]([Br:30])=[CH:28][C:27]([C:31]2[CH:36]=[CH:35][C:34]([C:37]3[C:38]4[CH:52]=[CH:51][CH:50]=[CH:49][C:39]=4[S:40][C:41]=3[CH2:42][C:43]3[CH:48]=[CH:47][CH:46]=[CH:45][CH:44]=3)=[CH:33][CH:32]=2)=[CH:26][C:25]=1[Br:53])[CH2:10][CH2:11][N:12]1[C:20](=[O:21])[C:19]2[C:14](=[CH:15][CH:16]=[CH:17][CH:18]=2)[C:13]1=[O:22].C(Cl)Cl. The catalyst is O. The product is [CH2:42]([C:41]1[S:40][C:39]2[CH:49]=[CH:50][CH:51]=[CH:52][C:38]=2[C:37]=1[C:34]1[CH:33]=[CH:32][C:31]([C:27]2[CH:28]=[C:29]([Br:30])[C:24]([O:23][C@H:9]([CH2:10][CH2:11][N:12]3[C:20](=[O:21])[C:19]4[C:14](=[CH:15][CH:16]=[CH:17][CH:18]=4)[C:13]3=[O:22])[C:8]([OH:54])=[O:7])=[C:25]([Br:53])[CH:26]=2)=[CH:36][CH:35]=1)[C:43]1[CH:48]=[CH:47][CH:46]=[CH:45][CH:44]=1. The yield is 0.940. (3) The reactants are Cl[C:2]1[CH:7]=[CH:6][C:5]([CH:8]2[CH2:12][CH2:11][CH:10]([C:13]3[CH:18]=[CH:17][C:16](Cl)=[C:15]([N+:20]([O-:22])=[O:21])[CH:14]=3)[N:9]2[C:23]2[CH:28]=[CH:27][C:26]([F:29])=[CH:25][CH:24]=2)=[CH:4][C:3]=1[N+:30]([O-:32])=[O:31].[CH3:33][O:34][C:35]1[CH:42]=[CH:41][C:38]([CH2:39][NH2:40])=[CH:37][CH:36]=1. The catalyst is ClCCl. The product is [F:29][C:26]1[CH:27]=[CH:28][C:23]([N:9]2[CH:10]([C:13]3[CH:18]=[CH:17][C:16]([NH:40][CH2:39][C:38]4[CH:41]=[CH:42][C:35]([O:34][CH3:33])=[CH:36][CH:37]=4)=[C:15]([N+:20]([O-:22])=[O:21])[CH:14]=3)[CH2:11][CH2:12][CH:8]2[C:5]2[CH:6]=[CH:7][C:2]([NH:40][CH2:39][C:38]3[CH:41]=[CH:42][C:35]([O:34][CH3:33])=[CH:36][CH:37]=3)=[C:3]([N+:30]([O-:32])=[O:31])[CH:4]=2)=[CH:24][CH:25]=1. The yield is 0.620. (4) The reactants are [CH3:1][O:2][C:3]1[CH:8]=[CH:7][C:6]([C:9]2[N:10]=[C:11]([CH:21]3[CH2:26][CH2:25][NH:24][CH2:23][CH2:22]3)[S:12][C:13]=2[C:14]2[CH:19]=[CH:18][C:17]([CH3:20])=[CH:16][CH:15]=2)=[CH:5][CH:4]=1.ClC(Cl)(O[C:31](=[O:37])OC(Cl)(Cl)Cl)Cl.C(N(CC)CC)C.Cl.[CH3:47][NH:48][OH:49]. The catalyst is O1CCCC1. The product is [CH3:1][O:2][C:3]1[CH:8]=[CH:7][C:6]([C:9]2[N:10]=[C:11]([CH:21]3[CH2:26][CH2:25][N:24]([C:31](=[O:37])[N:48]([OH:49])[CH3:47])[CH2:23][CH2:22]3)[S:12][C:13]=2[C:14]2[CH:19]=[CH:18][C:17]([CH3:20])=[CH:16][CH:15]=2)=[CH:5][CH:4]=1. The yield is 0.780.